The task is: Regression. Given a peptide amino acid sequence and an MHC pseudo amino acid sequence, predict their binding affinity value. This is MHC class II binding data.. This data is from Peptide-MHC class II binding affinity with 134,281 pairs from IEDB. The peptide sequence is LTSYLGLTQPFLGLC. The MHC is HLA-DQA10501-DQB10302 with pseudo-sequence HLA-DQA10501-DQB10302. The binding affinity (normalized) is 0.516.